Dataset: Reaction yield outcomes from USPTO patents with 853,638 reactions. Task: Predict the reaction yield, written as a fraction of the theoretical maximum amount of product (1.0 means a 100% yield; for example, 0.34 means a 34% yield). (1) The reactants are [Cl:1][C:2]1[CH:34]=[C:33]([C:35]([NH:37][CH2:38][C:39]2[CH:44]=[CH:43][CH:42]=[C:41]([OH:45])[CH:40]=2)=[O:36])[CH:32]=[CH:31][C:3]=1[C:4]([NH:6][C@H:7]([C:27]([O:29][CH3:30])=[O:28])[CH2:8][NH:9]C(OCC1C2C=CC=CC=2C2C1=CC=CC=2)=O)=[O:5].N1CCCCC1. The catalyst is ClCCl.CO. The product is [NH2:9][CH2:8][C@@H:7]([C:27]([O:29][CH3:30])=[O:28])[NH:6][C:4](=[O:5])[C:3]1[CH:31]=[CH:32][C:33]([C:35]([NH:37][CH2:38][C:39]2[CH:44]=[CH:43][CH:42]=[C:41]([OH:45])[CH:40]=2)=[O:36])=[CH:34][C:2]=1[Cl:1]. The yield is 1.00. (2) The reactants are Br[C:2]1[CH:7]=[CH:6][C:5]([C:8]2[C:31](=[O:32])[N:30]([CH2:33][CH3:34])[C:11]3[N:12]=[C:13]([NH:16][C:17]4[CH:22]=[CH:21][C:20]([N:23]5[CH2:28][CH2:27][N:26]([CH3:29])[CH2:25][CH2:24]5)=[CH:19][CH:18]=4)[N:14]=[CH:15][C:10]=3[CH:9]=2)=[C:4]([Cl:35])[CH:3]=1.[S:36]1[CH:40]=[CH:39][CH:38]=[C:37]1B(O)O.[O-]P([O-])([O-])=O.[K+].[K+].[K+]. The catalyst is C1C=CC(P(C2C=CC=CC=2)[C-]2C=CC=C2)=CC=1.C1C=CC(P(C2C=CC=CC=2)[C-]2C=CC=C2)=CC=1.Cl[Pd]Cl.[Fe+2]. The product is [Cl:35][C:4]1[CH:3]=[C:2]([C:37]2[S:36][CH:40]=[CH:39][CH:38]=2)[CH:7]=[CH:6][C:5]=1[C:8]1[C:31](=[O:32])[N:30]([CH2:33][CH3:34])[C:11]2[N:12]=[C:13]([NH:16][C:17]3[CH:22]=[CH:21][C:20]([N:23]4[CH2:28][CH2:27][N:26]([CH3:29])[CH2:25][CH2:24]4)=[CH:19][CH:18]=3)[N:14]=[CH:15][C:10]=2[CH:9]=1. The yield is 1.00. (3) The reactants are [CH2:1]([N:8]1[C:19]2[C:11](=[C:12]([OH:31])[C:13]3[C:14](=[O:30])[N:15]([CH2:22][C:23]4[CH:28]=[CH:27][C:26]([F:29])=[CH:25][CH:24]=4)[C:16](=[O:21])[C:17]=3[C:18]=2[OH:20])[N:10]=[CH:9]1)[C:2]1[CH:7]=[CH:6][CH:5]=[CH:4][CH:3]=1.N1C=CC=CC=1.Cl[C:39]([O:41][CH2:42][CH3:43])=[O:40]. The catalyst is CN(C=O)C. The product is [CH2:42]([O:41][C:39](=[O:40])[O:20][C:18]1[C:17]2[C:16](=[O:21])[N:15]([CH2:22][C:23]3[CH:28]=[CH:27][C:26]([F:29])=[CH:25][CH:24]=3)[C:14](=[O:30])[C:13]=2[C:12]([OH:31])=[C:11]2[C:19]=1[N:8]([CH2:1][C:2]1[CH:7]=[CH:6][CH:5]=[CH:4][CH:3]=1)[CH:9]=[N:10]2)[CH3:43]. The yield is 0.130. (4) The reactants are [Br:1][C:2]1[CH:7]=[CH:6][C:5](B(O)O)=[C:4]([F:11])[C:3]=1[O:12][CH3:13].Br[C:15]1[N:16]=[CH:17][C:18]([NH2:21])=[N:19][CH:20]=1.CCO.C([O-])([O-])=O.[Na+].[Na+]. The catalyst is C1C=CC([P]([Pd]([P](C2C=CC=CC=2)(C2C=CC=CC=2)C2C=CC=CC=2)([P](C2C=CC=CC=2)(C2C=CC=CC=2)C2C=CC=CC=2)[P](C2C=CC=CC=2)(C2C=CC=CC=2)C2C=CC=CC=2)(C2C=CC=CC=2)C2C=CC=CC=2)=CC=1.C1(C)C=CC=CC=1. The product is [Br:1][C:2]1[CH:7]=[CH:6][C:5]([C:15]2[N:16]=[CH:17][C:18]([NH2:21])=[N:19][CH:20]=2)=[C:4]([F:11])[C:3]=1[O:12][CH3:13]. The yield is 0.270. (5) The yield is 0.580. The catalyst is C1(C)C=CC=CC=1. The reactants are CS[C:3](SC)=[C:4]1[C:13](=[O:14])[C:12]([CH2:19][CH2:20][CH2:21][CH3:22])([CH2:15][CH2:16][CH2:17][CH3:18])[C:11]2[C:6](=[CH:7][CH:8]=[CH:9][CH:10]=2)[C:5]1=[O:23].[NH2:26][C:27]1[S:28][CH:29]=[C:30]([CH2:36][O:37][CH2:38][O:39][CH3:40])[C:31]=1[S:32]([NH2:35])(=[O:34])=[O:33]. The product is [CH2:15]([C:12]1([CH2:19][CH2:20][CH2:21][CH3:22])[C:11]2[C:6](=[CH:7][CH:8]=[CH:9][CH:10]=2)[C:5]([OH:23])=[C:4]([C:3]2[NH:26][C:27]3[S:28][CH:29]=[C:30]([CH2:36][O:37][CH2:38][O:39][CH3:40])[C:31]=3[S:32](=[O:33])(=[O:34])[N:35]=2)[C:13]1=[O:14])[CH2:16][CH2:17][CH3:18].